This data is from Catalyst prediction with 721,799 reactions and 888 catalyst types from USPTO. The task is: Predict which catalyst facilitates the given reaction. (1) Reactant: [N:1]1[CH2:5][CH2:4][CH2:3][C:2]=1[CH2:6][CH2:7][C:8]1[C:17]2[C:12](=[CH:13][CH:14]=[CH:15][CH:16]=2)[C:11]([C:18]([N:20]2[CH2:25][CH2:24][O:23][CH2:22][CH2:21]2)=[O:19])=[CH:10][CH:9]=1.C([BH3-])#N.[Na+].Cl.[OH-].[Na+]. Product: [N:20]1([C:18]([C:11]2[C:12]3[C:17](=[CH:16][CH:15]=[CH:14][CH:13]=3)[C:8]([CH2:7][CH2:6][CH:2]3[CH2:3][CH2:4][CH2:5][NH:1]3)=[CH:9][CH:10]=2)=[O:19])[CH2:25][CH2:24][O:23][CH2:22][CH2:21]1. The catalyst class is: 5. (2) Reactant: [C:1]([O:9][CH2:10][C@:11]1([CH3:17])[CH2:15][CH:14]([OH:16])[CH2:13][O:12]1)(=[O:8])[C:2]1[CH:7]=[CH:6][CH:5]=[CH:4][CH:3]=1.C1C=C[NH+]=CC=1.[O-][Cr](Cl)(=O)=O. Product: [C:1]([O:9][CH2:10][C@:11]1([CH3:17])[CH2:15][C:14](=[O:16])[CH2:13][O:12]1)(=[O:8])[C:2]1[CH:3]=[CH:4][CH:5]=[CH:6][CH:7]=1. The catalyst class is: 635. (3) Reactant: [Cl:1][C:2]1[CH:3]=[C:4]([C:9]2[O:10][C:11]([CH2:14][CH3:15])=[CH:12][N:13]=2)[CH:5]=[N:6][C:7]=1Cl.[NH:16]1[CH2:19][CH:18]([C:20]([OH:22])=[O:21])[CH2:17]1.CCN(C(C)C)C(C)C. Product: [Cl:1][C:2]1[C:7]([N:16]2[CH2:19][CH:18]([C:20]([OH:22])=[O:21])[CH2:17]2)=[N:6][CH:5]=[C:4]([C:9]2[O:10][C:11]([CH2:14][CH3:15])=[CH:12][N:13]=2)[CH:3]=1. The catalyst class is: 3. (4) Reactant: [Br:1][C:2]1[C:13]2[C:5](=[CH:6][C:7]([C:16]3[CH:21]=[CH:20][CH:19]=[CH:18][C:17]=3[Cl:22])=[C:8]3[C:12]=2[C:11](=[O:14])[NH:10][C:9]3=[O:15])[N:4]([CH2:23][CH2:24][CH2:25]O)[CH:3]=1.[NH:27]1[CH2:32][CH2:31][O:30][CH2:29][CH2:28]1. Product: [Br:1][C:2]1[C:13]2[C:5](=[CH:6][C:7]([C:16]3[CH:21]=[CH:20][CH:19]=[CH:18][C:17]=3[Cl:22])=[C:8]3[C:12]=2[C:11](=[O:14])[NH:10][C:9]3=[O:15])[N:4]([CH2:23][CH2:24][CH2:25][N:27]2[CH2:32][CH2:31][O:30][CH2:29][CH2:28]2)[CH:3]=1. The catalyst class is: 41. (5) Reactant: [C:1]12([C:11](=[O:20])[CH2:12][S:13][C:14]3[N:18]([CH3:19])[CH:17]=[N:16][N:15]=3)[CH2:10][CH:5]3[CH2:6][CH:7]([CH2:9][CH:3]([CH2:4]3)[CH2:2]1)[CH2:8]2.C1C=C(Cl)C=C(C(OO)=[O:29])C=1. Product: [C:1]12([C:11](=[O:20])[CH2:12][S:13]([C:14]3[N:18]([CH3:19])[CH:17]=[N:16][N:15]=3)=[O:29])[CH2:8][CH:7]3[CH2:9][CH:3]([CH2:4][CH:5]([CH2:6]3)[CH2:10]1)[CH2:2]2. The catalyst class is: 2. (6) Reactant: [C:1]([C:5]1[CH:9]=[C:8](/[N:10]=C/N(C)C)[N:7]([CH2:15][CH:16]2[CH2:21][CH2:20][CH2:19][CH2:18][O:17]2)[N:6]=1)([CH3:4])([CH3:3])[CH3:2].NN.C(O)(=O)C. Product: [C:1]([C:5]1[CH:9]=[C:8]([NH2:10])[N:7]([CH2:15][CH:16]2[CH2:21][CH2:20][CH2:19][CH2:18][O:17]2)[N:6]=1)([CH3:4])([CH3:2])[CH3:3]. The catalyst class is: 12. (7) Reactant: [F:1][C:2]1[C:11]([C:12]2[CH:17]=[CH:16][CH:15]=[CH:14][N:13]=2)=[CH:10][C:9]2[N:8]([CH2:18][C:19]([F:22])([F:21])[F:20])[C:7](=[O:23])[C:6]3[CH2:24][N:25](C4CCCCO4)[NH:26][C:5]=3[C:4]=2[CH:3]=1.[ClH:33]. Product: [ClH:33].[F:1][C:2]1[C:11]([C:12]2[CH:17]=[CH:16][CH:15]=[CH:14][N:13]=2)=[CH:10][C:9]2[N:8]([CH2:18][C:19]([F:21])([F:22])[F:20])[C:7](=[O:23])[C:6]3[CH:24]=[N:25][NH:26][C:5]=3[C:4]=2[CH:3]=1. The catalyst class is: 12. (8) Reactant: [C:1]([C:3]1[CH:8]=[CH:7][C:6]([OH:9])=[CH:5][CH:4]=1)#[N:2].[H-].[Na+].[CH:12]([O:15][C:16]1[CH:34]=[CH:33][C:32]([S:35]([CH3:38])(=[O:37])=[O:36])=[CH:31][C:17]=1[C:18]([N:20]1[CH2:25][CH2:24][CH:23](OS(C)(=O)=O)[CH2:22][CH2:21]1)=[O:19])([CH3:14])[CH3:13]. Product: [CH:12]([O:15][C:16]1[CH:34]=[CH:33][C:32]([S:35]([CH3:38])(=[O:37])=[O:36])=[CH:31][C:17]=1[C:18]([N:20]1[CH2:21][CH2:22][CH:23]([O:9][C:6]2[CH:7]=[CH:8][C:3]([C:1]#[N:2])=[CH:4][CH:5]=2)[CH2:24][CH2:25]1)=[O:19])([CH3:14])[CH3:13]. The catalyst class is: 9. (9) Product: [Br:34][CH:9]([CH2:8][CH:5]1[CH2:4][CH2:3][C:2]([F:16])([F:1])[CH2:7][CH2:6]1)[C:10](=[O:15])[C:11]([F:13])([F:14])[F:12]. The catalyst class is: 3. Reactant: [F:1][C:2]1([F:16])[CH2:7][CH2:6][CH:5]([CH2:8][CH2:9][C:10](=[O:15])[C:11]([F:14])([F:13])[F:12])[CH2:4][CH2:3]1.C(N(CC)CC)C.Cl[Si](C)(C)C.C(=O)([O-])O.[Na+].[Br:34]Br.S([O-])([O-])(=O)=S.[Na+].[Na+].[Na+]. (10) Reactant: [Cl:1][C:2]1[CH:3]=[C:4]([OH:8])[CH:5]=[CH:6][CH:7]=1.C(=O)([O-])[O-].[K+].[K+].[F:15][C:16]1[CH:17]=[N:18][C:19]([N:26]2[CH2:29][CH:28](OS(C)(=O)=O)[CH2:27]2)=[C:20]([CH:25]=1)[C:21]([O:23]C)=[O:22].[OH-].[Na+]. Product: [Cl:1][C:2]1[CH:3]=[C:4]([CH:5]=[CH:6][CH:7]=1)[O:8][CH:28]1[CH2:29][N:26]([C:19]2[N:18]=[CH:17][C:16]([F:15])=[CH:25][C:20]=2[C:21]([OH:23])=[O:22])[CH2:27]1. The catalyst class is: 9.